From a dataset of Forward reaction prediction with 1.9M reactions from USPTO patents (1976-2016). Predict the product of the given reaction. (1) Given the reactants [F:1][C:2]([F:13])([F:12])[C:3]1[CH:4]=[C:5]([CH:9]=[CH:10][CH:11]=1)[C:6](Cl)=[O:7].O[C:15]1[CH:21]=[CH:20][C:19]([N+:22]([O-:24])=[O:23])=[CH:18][C:16]=1[NH2:17].O=P(Cl)(Cl)Cl, predict the reaction product. The product is: [F:1][C:2]([F:13])([F:12])[C:3]1[CH:4]=[C:5]([C:6]2[O:7][C:15]3[CH:21]=[CH:20][C:19]([N+:22]([O-:24])=[O:23])=[CH:18][C:16]=3[N:17]=2)[CH:9]=[CH:10][CH:11]=1. (2) Given the reactants [NH:1]1[CH2:4][CH:3]([N:5]([CH2:31][CH2:32][N:33]2[CH2:37][CH2:36][CH2:35][CH2:34]2)[S:6]([C:9]2[CH:14]=[CH:13][C:12]([NH:15][C:16]3[N:21]=[C:20]([NH:22][C:23]4[CH:28]=[CH:27][C:26]([F:29])=[C:25]([CH3:30])[CH:24]=4)[CH:19]=[CH:18][N:17]=3)=[CH:11][CH:10]=2)(=[O:8])=[O:7])[CH2:2]1.[CH:38](=O)[CH3:39], predict the reaction product. The product is: [CH2:38]([N:1]1[CH2:4][CH:3]([N:5]([CH2:31][CH2:32][N:33]2[CH2:34][CH2:35][CH2:36][CH2:37]2)[S:6]([C:9]2[CH:14]=[CH:13][C:12]([NH:15][C:16]3[N:21]=[C:20]([NH:22][C:23]4[CH:28]=[CH:27][C:26]([F:29])=[C:25]([CH3:30])[CH:24]=4)[CH:19]=[CH:18][N:17]=3)=[CH:11][CH:10]=2)(=[O:7])=[O:8])[CH2:2]1)[CH3:39]. (3) Given the reactants [C:1]1([CH2:7][C:8](Cl)=[O:9])[CH:6]=[CH:5][CH:4]=[CH:3][CH:2]=1.[N:11]1[C:16]2[NH:17][CH:18]=[CH:19][C:15]=2[C:14]([N:20]2[CH2:25][CH2:24][CH:23]([NH2:26])[CH2:22][CH2:21]2)=[N:13][CH:12]=1.CN1CCOCC1, predict the reaction product. The product is: [C:1]1([CH2:7][C:8]([NH:26][CH:23]2[CH2:22][CH2:21][N:20]([C:14]3[C:15]4[CH:19]=[CH:18][NH:17][C:16]=4[N:11]=[CH:12][N:13]=3)[CH2:25][CH2:24]2)=[O:9])[CH:6]=[CH:5][CH:4]=[CH:3][CH:2]=1.